From a dataset of Forward reaction prediction with 1.9M reactions from USPTO patents (1976-2016). Predict the product of the given reaction. (1) Given the reactants [CH3:1][C:2]1([CH3:10])[CH2:6][N:5]([C:7](=[S:9])[NH2:8])[N:4]=[CH:3]1.I[CH3:12], predict the reaction product. The product is: [CH3:12][S:9][C:7]([N:5]1[CH2:6][C:2]([CH3:10])([CH3:1])[CH:3]=[N:4]1)=[NH:8]. (2) Given the reactants [Cl:1][C:2]1[CH:3]=[C:4]([CH:17]=[CH:18][C:19]=1[Cl:20])[O:5][C:6]1[CH:16]=[CH:15][C:9]([C:10]([O:12]CC)=[O:11])=[CH:8][CH:7]=1.[OH-].[Na+], predict the reaction product. The product is: [Cl:1][C:2]1[CH:3]=[C:4]([CH:17]=[CH:18][C:19]=1[Cl:20])[O:5][C:6]1[CH:16]=[CH:15][C:9]([C:10]([OH:12])=[O:11])=[CH:8][CH:7]=1. (3) Given the reactants C[O:2][C:3]([C:5]1[C:9]([NH:10][C:11](=[O:23])[CH2:12][CH2:13][CH2:14][O:15][C:16]2[CH:21]=[CH:20][CH:19]=[CH:18][C:17]=2[Cl:22])=[CH:8][S:7][CH:6]=1)=[O:4].O.[OH-].[Li+], predict the reaction product. The product is: [Cl:22][C:17]1[CH:18]=[CH:19][CH:20]=[CH:21][C:16]=1[O:15][CH2:14][CH2:13][CH2:12][C:11]([NH:10][C:9]1[C:5]([C:3]([OH:4])=[O:2])=[CH:6][S:7][CH:8]=1)=[O:23].